Task: Predict which catalyst facilitates the given reaction.. Dataset: Catalyst prediction with 721,799 reactions and 888 catalyst types from USPTO (1) Reactant: C(O[C:9]([N:11]([CH2:13][CH2:14][C:15]([N:17]1[CH2:26][CH2:25][C:24]2[C:19](=[CH:20][C:21]([O:29][CH3:30])=[C:22]([O:27][CH3:28])[CH:23]=2)[C:18]21[CH2:35][CH2:34][CH:33]([C:36]([N:38]1[CH2:43][CH2:42][N:41]([C:44]3[N:49]=[CH:48][N:47]=[C:46]4[N:50]([CH2:53][C:54]5[CH:59]=[CH:58][N:57]=[CH:56][CH:55]=5)[N:51]=[CH:52][C:45]=34)[CH2:40][CH2:39]1)=[O:37])[CH2:32][CH:31]2[CH:60]1[C:69]2[C:64](=[CH:65][C:66]([O:72][CH3:73])=[C:67]([O:70][CH3:71])[CH:68]=2)[CH2:63][CH2:62][N:61]1[CH2:74][CH3:75])=[O:16])C)=O)C1C=CC=CC=1.I[Si](C)(C)C.Cl. Product: [CH3:9][NH:11][CH2:13][CH2:14][C:15]([N:17]1[CH2:26][CH2:25][C:24]2[C:19](=[CH:20][C:21]([O:29][CH3:30])=[C:22]([O:27][CH3:28])[CH:23]=2)[C:18]21[CH2:35][CH2:34][CH:33]([C:36]([N:38]1[CH2:39][CH2:40][N:41]([C:44]3[N:49]=[CH:48][N:47]=[C:46]4[N:50]([CH2:53][C:54]5[CH:59]=[CH:58][N:57]=[CH:56][CH:55]=5)[N:51]=[CH:52][C:45]=34)[CH2:42][CH2:43]1)=[O:37])[CH2:32][CH:31]2[CH:60]1[C:69]2[C:64](=[CH:65][C:66]([O:72][CH3:73])=[C:67]([O:70][CH3:71])[CH:68]=2)[CH2:63][CH2:62][N:61]1[CH2:74][CH3:75])=[O:16]. The catalyst class is: 10. (2) Reactant: C[Si](C)(C)[N-][Si](C)(C)C.[Li+].[C:11]([O:15][C:16]([NH:18][C@H:19]1[CH2:23][C@@H:22]([C:24]([O:26][CH3:27])=[O:25])[CH:21]=[CH:20]1)=[O:17])([CH3:14])([CH3:13])[CH3:12].I[CH2:29][CH3:30]. Product: [C:11]([O:15][C:16]([NH:18][C@H:19]1[CH2:23][C@@:22]([CH2:29][CH3:30])([C:24]([O:26][CH3:27])=[O:25])[CH:21]=[CH:20]1)=[O:17])([CH3:14])([CH3:13])[CH3:12]. The catalyst class is: 7. (3) Reactant: [Cl:1][C:2]1[N:10](CC=C)[C:9]2[C:8](=[O:14])[NH:7][C:6](=[O:15])[N:5]([CH2:16][CH2:17][CH2:18][CH2:19][CH3:20])[C:4]=2[N:3]=1.[Cl:21][C:22]1[CH:27]=[CH:26][C:25]([CH2:28][C:29]2[N:33]=[C:32]([CH2:34][CH2:35][CH2:36]O)[O:31][N:30]=2)=[CH:24][CH:23]=1.C1(P(C2C=CC=CC=2)C2C=CC=CC=2)C=CC=CC=1.[CH:57]1[CH:62]=[CH:61][C:60]([CH2:63][O:64][C:65](/[N:67]=[N:68]/[C:69]([O:71][CH2:72][C:73]2[CH:78]=[CH:77][CH:76]=[CH:75][CH:74]=2)=[O:70])=[O:66])=[CH:59][CH:58]=1. Product: [Cl:1][C:2]1[NH:10][C:9]2[C:8](=[O:14])[N:7]([CH2:36][CH2:35][CH2:34][C:32]3[O:31][N:30]=[C:29]([CH2:28][C:25]4[CH:24]=[CH:23][C:22]([Cl:21])=[CH:27][CH:26]=4)[N:33]=3)[C:6](=[O:15])[N:5]([CH2:16][CH2:17][CH2:18][CH2:19][CH3:20])[C:4]=2[N:3]=1.[CH:76]1[CH:75]=[CH:74][C:73]([CH2:72][O:71][C:69](/[N:68]=[N:67]/[C:65]([O:64][CH2:63][C:60]2[CH:61]=[CH:62][CH:57]=[CH:58][CH:59]=2)=[O:66])=[O:70])=[CH:78][CH:77]=1. The catalyst class is: 1.